The task is: Predict which catalyst facilitates the given reaction.. This data is from Catalyst prediction with 721,799 reactions and 888 catalyst types from USPTO. (1) Reactant: [CH3:1][S:2]([NH:5][C:6]1[CH:11]=[CH:10][C:9]([NH:12][C:13](=[O:17])[C:14]([OH:16])=O)=[CH:8][CH:7]=1)(=[O:4])=[O:3].[CH3:18][O:19][C:20]1[CH:32]=[CH:31][C:23]([CH2:24][CH:25]2[CH2:30][CH2:29][NH:28][CH2:27][CH2:26]2)=[CH:22][CH:21]=1. Product: [CH3:1][S:2]([NH:5][C:6]1[CH:7]=[CH:8][C:9]([NH:12][C:13](=[O:17])[C:14]([N:28]2[CH2:29][CH2:30][CH:25]([CH2:24][C:23]3[CH:22]=[CH:21][C:20]([O:19][CH3:18])=[CH:32][CH:31]=3)[CH2:26][CH2:27]2)=[O:16])=[CH:10][CH:11]=1)(=[O:3])=[O:4]. The catalyst class is: 27. (2) Reactant: Br[C:2]1[CH:3]=[C:4]2[C:9](=[CH:10][C:11]=1[CH:12]([F:14])[F:13])[NH:8][CH2:7][CH2:6][CH2:5]2.C([O-])([O-])=O.[K+].[K+].[CH3:21][N:22]1[CH:26]=[C:25](B2OC(C)(C)C(C)(C)O2)[CH:24]=[N:23]1. Product: [F:13][CH:12]([F:14])[C:11]1[CH:10]=[C:9]2[C:4]([CH2:5][CH2:6][CH2:7][NH:8]2)=[CH:3][C:2]=1[C:25]1[CH:24]=[N:23][N:22]([CH3:21])[CH:26]=1. The catalyst class is: 117. (3) Reactant: [F:1][C:2]1[CH:7]=[C:6]([O:8][CH2:9][CH2:10][C@@H:11]2[CH2:13][C@@H:12]2[CH:14]2[CH2:19][CH2:18][N:17]([C:20]3[N:25]=[CH:24][C:23]([O:26][CH3:27])=[CH:22][N:21]=3)[CH2:16][CH2:15]2)[CH:5]=[CH:4][C:3]=1[CH2:28][C:29]([O:31]C)=[O:30].[OH-].[Na+].Cl. Product: [F:1][C:2]1[CH:7]=[C:6]([O:8][CH2:9][CH2:10][C@@H:11]2[CH2:13][C@@H:12]2[CH:14]2[CH2:15][CH2:16][N:17]([C:20]3[N:21]=[CH:22][C:23]([O:26][CH3:27])=[CH:24][N:25]=3)[CH2:18][CH2:19]2)[CH:5]=[CH:4][C:3]=1[CH2:28][C:29]([OH:31])=[O:30]. The catalyst class is: 5. (4) Reactant: [C:1](Cl)(=[O:4])[CH:2]=[CH2:3].[CH3:6][N:7]([CH3:39])[C@@H:8]1[CH2:12][CH2:11][N:10]([C:13]2[CH:18]=[C:17]([O:19][CH3:20])[C:16]([NH:21][C:22]3[N:27]=[C:26]([C:28]4[C:36]5[C:31](=[CH:32][CH:33]=[CH:34][CH:35]=5)[N:30]([CH3:37])[CH:29]=4)[CH:25]=[CH:24][N:23]=3)=[CH:15][C:14]=2[NH2:38])[CH2:9]1.CCN(C(C)C)C(C)C. Product: [CH3:39][N:7]([CH3:6])[C@@H:8]1[CH2:12][CH2:11][N:10]([C:13]2[CH:18]=[C:17]([O:19][CH3:20])[C:16]([NH:21][C:22]3[N:27]=[C:26]([C:28]4[C:36]5[C:31](=[CH:32][CH:33]=[CH:34][CH:35]=5)[N:30]([CH3:37])[CH:29]=4)[CH:25]=[CH:24][N:23]=3)=[CH:15][C:14]=2[NH:38][C:1](=[O:4])[CH:2]=[CH2:3])[CH2:9]1. The catalyst class is: 2.